Dataset: Reaction yield outcomes from USPTO patents with 853,638 reactions. Task: Predict the reaction yield, written as a fraction of the theoretical maximum amount of product (1.0 means a 100% yield; for example, 0.34 means a 34% yield). The reactants are [Br:1][C:2]1[CH:7]=[CH:6][C:5]([C:8]([CH3:13])([CH3:12])[C:9](O)=[O:10])=[CH:4][CH:3]=1.B.Cl.O. The catalyst is O1CCCC1. The product is [Br:1][C:2]1[CH:3]=[CH:4][C:5]([C:8]([CH3:13])([CH3:12])[CH2:9][OH:10])=[CH:6][CH:7]=1. The yield is 1.00.